Dataset: Full USPTO retrosynthesis dataset with 1.9M reactions from patents (1976-2016). Task: Predict the reactants needed to synthesize the given product. (1) Given the product [Cl:1][C:2]1[CH:3]=[N:4][CH:5]=[C:6]([Cl:9])[C:7]=1[CH2:8][C:12]([C:14]1[C:29]2[O:28][CH2:27][C:21]3([CH2:26][S:25][CH2:24][S:23][CH2:22]3)[CH2:20][O:19][C:18]=2[C:17]([O:30][CH3:31])=[CH:16][CH:15]=1)=[O:11], predict the reactants needed to synthesize it. The reactants are: [Cl:1][C:2]1[CH:3]=[N:4][CH:5]=[C:6]([Cl:9])[C:7]=1[CH3:8].C[O:11][C:12]([C:14]1[C:29]2[O:28][CH2:27][C:21]3([CH2:26][S:25][CH2:24][S:23][CH2:22]3)[CH2:20][O:19][C:18]=2[C:17]([O:30][CH3:31])=[CH:16][CH:15]=1)=O.[Li+].C[Si]([N-][Si](C)(C)C)(C)C. (2) Given the product [CH:1]([N:4]([CH3:29])[C:5]1[C:6]([C:19]2[CH:20]=[C:21]3[C:25](=[CH:26][CH:27]=2)[NH:24][CH:23]=[C:22]3[CH3:28])=[N:7][C:8]2[C:13]([N:14]=1)=[CH:12][C:11]([C:15]([OH:17])=[O:16])=[CH:10][CH:9]=2)([CH3:3])[CH3:2], predict the reactants needed to synthesize it. The reactants are: [CH:1]([N:4]([CH3:29])[C:5]1[C:6]([C:19]2[CH:20]=[C:21]3[C:25](=[CH:26][CH:27]=2)[NH:24][CH:23]=[C:22]3[CH3:28])=[N:7][C:8]2[C:13]([N:14]=1)=[CH:12][C:11]([C:15]([O:17]C)=[O:16])=[CH:10][CH:9]=2)([CH3:3])[CH3:2].[OH-].[Na+].O. (3) Given the product [F:20][C:21]1[CH:22]=[C:23]2[C:28](=[CH:29][CH:30]=1)[C:27]([N:31]1[CH2:36][CH2:35][N:34]([CH2:6][CH2:7][CH:8]3[C:13]4[CH:14]=[CH:15][C:16]([C:18]#[N:19])=[CH:17][C:12]=4[CH2:11][CH2:10][O:9]3)[C@H:33]([CH3:37])[CH2:32]1)=[CH:26][CH:25]=[CH:24]2, predict the reactants needed to synthesize it. The reactants are: CS(O[CH2:6][CH2:7][CH:8]1[C:13]2[CH:14]=[CH:15][C:16]([C:18]#[N:19])=[CH:17][C:12]=2[CH2:11][CH2:10][O:9]1)(=O)=O.[F:20][C:21]1[CH:22]=[C:23]2[C:28](=[CH:29][CH:30]=1)[C:27]([N:31]1[CH2:36][CH2:35][NH:34][C@H:33]([CH3:37])[CH2:32]1)=[CH:26][CH:25]=[CH:24]2. (4) Given the product [C:29]1([C:36]2[CH:37]=[CH:38][CH:39]=[CH:40][CH:41]=2)[CH:34]=[CH:33][CH:32]=[CH:31][C:30]=1[NH:35][C:42]([NH:51][CH2:21][C:18]1[CH:17]=[CH:16][C:15]([C:12]2[N:13]=[CH:14][N:10]([C:7]3[CH:8]=[CH:9][C:4]([O:3][C:2]([F:27])([F:28])[F:1])=[CH:5][CH:6]=3)[N:11]=2)=[CH:20][CH:19]=1)=[O:45], predict the reactants needed to synthesize it. The reactants are: [F:1][C:2]([F:28])([F:27])[O:3][C:4]1[CH:9]=[CH:8][C:7]([N:10]2[CH:14]=[N:13][C:12]([C:15]3[CH:20]=[CH:19][C:18]([CH2:21]C(N=[N+]=[N-])=O)=[CH:17][CH:16]=3)=[N:11]2)=[CH:6][CH:5]=1.[C:29]1([C:36]2[CH:41]=[CH:40][CH:39]=[CH:38][CH:37]=2)[C:30]([NH2:35])=[CH:31][CH:32]=[CH:33][CH:34]=1.[C:42](=[O:45])([O-])[O-].[Cs+].[Cs+].O.C(#[N:51])C. (5) Given the product [C:32]([O:35][C:36]([NH:1][C:2]1[CH2:3][C:4]([C:26]([O:28][CH2:29][CH3:30])=[O:27])=[CH:5][C:6]2[CH:12]=[CH:11][C:10]([C:13]3[CH:18]=[CH:17][C:16]([C:19]([N:21]4[CH2:25][CH2:24][CH2:23][CH2:22]4)=[O:20])=[CH:15][CH:14]=3)=[CH:9][C:7]=2[N:8]=1)=[O:37])([CH3:34])([CH3:33])[CH3:31], predict the reactants needed to synthesize it. The reactants are: [NH2:1][C:2]1[CH2:3][C:4]([C:26]([O:28][CH2:29][CH3:30])=[O:27])=[CH:5][C:6]2[CH:12]=[CH:11][C:10]([C:13]3[CH:18]=[CH:17][C:16]([C:19]([N:21]4[CH2:25][CH2:24][CH2:23][CH2:22]4)=[O:20])=[CH:15][CH:14]=3)=[CH:9][C:7]=2[N:8]=1.[CH3:31][C:32]([O:35][C:36](O[C:36]([O:35][C:32]([CH3:34])([CH3:33])[CH3:31])=[O:37])=[O:37])([CH3:34])[CH3:33]. (6) Given the product [Cl:12][C:8]1[C:9]([CH3:11])=[C:10]2[C:2]([CH:18]3[CH2:20][CH2:19]3)=[C:3]([C:14]([O:16][CH3:17])=[O:15])[S:4][C:5]2=[N:6][C:7]=1[CH3:13], predict the reactants needed to synthesize it. The reactants are: Br[C:2]1[C:10]2[C:5](=[N:6][C:7]([CH3:13])=[C:8]([Cl:12])[C:9]=2[CH3:11])[S:4][C:3]=1[C:14]([O:16][CH3:17])=[O:15].[CH:18]1([B-](F)(F)F)[CH2:20][CH2:19]1.[K+].C(=O)([O-])[O-].[Cs+].[Cs+]. (7) Given the product [CH3:8][C:6]1[C:5]([CH:9]([CH2:14][CH2:15][CH3:16])[C:10]([O:12][CH3:13])=[O:11])=[C:4]([C:17]2[CH:22]=[CH:21][C:20]([CH3:23])=[CH:19][CH:18]=2)[N:3]=[C:2]([C:28]2[CH:27]=[N:26][N:25]([CH3:24])[CH:29]=2)[N:7]=1, predict the reactants needed to synthesize it. The reactants are: Cl[C:2]1[N:7]=[C:6]([CH3:8])[C:5]([CH:9]([CH2:14][CH2:15][CH3:16])[C:10]([O:12][CH3:13])=[O:11])=[C:4]([C:17]2[CH:22]=[CH:21][C:20]([CH3:23])=[CH:19][CH:18]=2)[N:3]=1.[CH3:24][N:25]1[CH:29]=[C:28](B(O)O)[CH:27]=[N:26]1.C(N(CC)C(C)C)(C)C. (8) Given the product [CH3:1][C:2]([O:4][C:5]1[S:9][C:8]2[CH2:10][CH2:11][N:12]([CH:14]([C:22]([CH:24]3[CH2:26][CH2:25]3)=[O:23])[C:15]3[CH:16]=[CH:17][CH:18]=[CH:19][C:20]=3[F:21])[CH2:13][C:7]=2[CH:6]=1)=[O:3].[P:28]([O-:31])([O-:30])([O-:29])=[O:27], predict the reactants needed to synthesize it. The reactants are: [CH3:1][C:2]([O:4][C:5]1[S:9][C:8]2[CH2:10][CH2:11][N:12]([CH:14]([C:22]([CH:24]3[CH2:26][CH2:25]3)=[O:23])[C:15]3[CH:16]=[CH:17][CH:18]=[CH:19][C:20]=3[F:21])[CH2:13][C:7]=2[CH:6]=1)=[O:3].[OH:27][P:28]([OH:31])([OH:30])=[O:29]. (9) Given the product [ClH:1].[C:32]([C:26]1[CH:27]=[C:28]([CH:30]=[CH:31][C:25]=1[O:24][CH2:23][C:22]1[C:34]([F:38])=[CH:35][CH:36]=[CH:37][C:21]=1[F:20])[NH:29][C:2]1[C:11]2[C:6](=[CH:7][CH:8]=[CH:9][C:10]=2[O:12][CH:13]2[CH2:18][CH2:17][N:16]([CH3:19])[CH2:15][CH2:14]2)[N:5]=[CH:4][N:3]=1)#[CH:33], predict the reactants needed to synthesize it. The reactants are: [Cl:1][C:2]1[C:11]2[C:6](=[CH:7][CH:8]=[CH:9][C:10]=2[O:12][CH:13]2[CH2:18][CH2:17][N:16]([CH3:19])[CH2:15][CH2:14]2)[N:5]=[CH:4][N:3]=1.[F:20][C:21]1[CH:37]=[CH:36][CH:35]=[C:34]([F:38])[C:22]=1[CH2:23][O:24][C:25]1[CH:31]=[CH:30][C:28]([NH2:29])=[CH:27][C:26]=1[C:32]#[CH:33].